The task is: Predict the reaction yield, written as a fraction of the theoretical maximum amount of product (1.0 means a 100% yield; for example, 0.34 means a 34% yield).. This data is from Reaction yield outcomes from USPTO patents with 853,638 reactions. The reactants are [NH2:1][C:2]1[CH:11]=[CH:10][C:5]([C:6]([O:8][CH3:9])=[O:7])=[CH:4][C:3]=1[OH:12].C(N(CC)CC)C.Cl[CH2:21][C:22](Cl)=[O:23].[H-].[Na+]. The catalyst is C1COCC1. The product is [CH3:9][O:8][C:6]([C:5]1[CH:10]=[CH:11][C:2]2[NH:1][C:22](=[O:23])[CH2:21][O:12][C:3]=2[CH:4]=1)=[O:7]. The yield is 0.940.